From a dataset of Catalyst prediction with 721,799 reactions and 888 catalyst types from USPTO. Predict which catalyst facilitates the given reaction. (1) Reactant: [CH3:1][O:2][C:3]1[CH:11]=[C:10]([CH3:12])[CH:9]=[CH:8][C:4]=1[C:5](O)=O.CCN=C=NCCCN(C)C.[NH2:24][NH:25][C:26]([NH2:28])=[S:27]. Product: [CH3:1][O:2][C:3]1[CH:11]=[C:10]([CH3:12])[CH:9]=[CH:8][C:4]=1[C:5]1[NH:28][C:26](=[S:27])[NH:25][N:24]=1. The catalyst class is: 17. (2) Reactant: [C:1]([CH:4]=[CH:5][C:6]1[CH:15]=[CH:14][C:9]([C:10]([O:12][CH3:13])=[O:11])=[CH:8][CH:7]=1)([OH:3])=[O:2].CCN(CC)CC.CN([P+](O[N:34]1[N:42]=[N:41][C:36]2[CH:37]=[CH:38][CH:39]=[CH:40][C:35]1=2)(N(C)C)N(C)C)C.F[P-](F)(F)(F)(F)F.[NH4+].[Cl-]. Product: [N:41]1([O:2][C:1]([CH:4]=[CH:5][C:6]2[CH:15]=[CH:14][C:9]([C:10]([O:12][CH3:13])=[O:11])=[CH:8][CH:7]=2)=[O:3])[C:36]2[CH:37]=[CH:38][CH:39]=[CH:40][C:35]=2[N:34]=[N:42]1. The catalyst class is: 31. (3) Reactant: [C:1]([N:5]1[C:9]([C:10]2[CH:15]=[CH:14][C:13]([CH:16]3[CH2:21][CH2:20][CH2:19][CH2:18][CH2:17]3)=[CH:12][CH:11]=2)=[CH:8][C:7]([CH2:22][NH2:23])=[N:6]1)([CH3:4])([CH3:3])[CH3:2].C(N(CC)CC)C.[C:31]1([S:37](Cl)(=[O:39])=[O:38])[CH:36]=[CH:35][CH:34]=[CH:33][CH:32]=1. Product: [C:1]([N:5]1[C:9]([C:10]2[CH:11]=[CH:12][C:13]([CH:16]3[CH2:17][CH2:18][CH2:19][CH2:20][CH2:21]3)=[CH:14][CH:15]=2)=[CH:8][C:7]([CH2:22][NH:23][S:37]([C:31]2[CH:36]=[CH:35][CH:34]=[CH:33][CH:32]=2)(=[O:39])=[O:38])=[N:6]1)([CH3:4])([CH3:3])[CH3:2]. The catalyst class is: 4.